From a dataset of Forward reaction prediction with 1.9M reactions from USPTO patents (1976-2016). Predict the product of the given reaction. (1) Given the reactants [C:1]([C:3]([NH:12][C:13](=[O:19])[O:14][C:15]([CH3:18])([CH3:17])[CH3:16])([CH2:8][CH2:9][O:10][CH3:11])[CH2:4][CH2:5][O:6][CH3:7])#[N:2].[BH4-].[Na+].C(OCC)(=O)C.[OH-].[Na+], predict the reaction product. The product is: [NH2:2][CH2:1][C:3]([NH:12][C:13](=[O:19])[O:14][C:15]([CH3:17])([CH3:16])[CH3:18])([CH2:4][CH2:5][O:6][CH3:7])[CH2:8][CH2:9][O:10][CH3:11]. (2) Given the reactants [C:1]([O:5][C:6]([NH:8][C@@H:9]1[CH2:11][C@H:10]1[C:12]1[CH:13]=[C:14]([CH:19]=[CH:20][CH:21]=1)[C:15]([O:17]C)=[O:16])=[O:7])([CH3:4])([CH3:3])[CH3:2].[OH-].[Na+], predict the reaction product. The product is: [C:1]([O:5][C:6]([NH:8][C@@H:9]1[CH2:11][C@H:10]1[C:12]1[CH:13]=[C:14]([CH:19]=[CH:20][CH:21]=1)[C:15]([OH:17])=[O:16])=[O:7])([CH3:4])([CH3:2])[CH3:3].